Dataset: Full USPTO retrosynthesis dataset with 1.9M reactions from patents (1976-2016). Task: Predict the reactants needed to synthesize the given product. (1) Given the product [Cl:1][C:2]1[CH:28]=[C:27]([Cl:29])[CH:26]=[CH:25][C:3]=1[C:4]([C:6]1[O:7][C:8]2[CH:17]=[C:16]([C:18]3[CH:19]=[C:20]([CH3:24])[CH:21]=[CH:22][CH:23]=3)[CH:15]=[CH:14][C:9]=2[C:10]=1[C:11]#[N:13])=[O:5], predict the reactants needed to synthesize it. The reactants are: [Cl:1][C:2]1[CH:28]=[C:27]([Cl:29])[CH:26]=[CH:25][C:3]=1[C:4]([C:6]1[O:7][C:8]2[CH:17]=[C:16]([C:18]3[CH:19]=[C:20]([CH3:24])[CH:21]=[CH:22][CH:23]=3)[CH:15]=[CH:14][C:9]=2[C:10]=1[C:11]([NH2:13])=O)=[O:5].O=S(Cl)Cl. (2) Given the product [O:56]1[CH:37]=[CH:36][CH:35]=[C:34]1[C:33]1[O:64][C:60]([NH:58][C:20]([C:18]2[C:17]3[C:12](=[CH:13][CH:14]=[CH:15][CH:16]=3)[N:11]=[C:10]([C:5]3[CH:6]=[CH:7][CH:8]=[CH:9][C:4]=3[N+:1]([O-:3])=[O:2])[CH:19]=2)=[O:21])=[N:39][N:38]=1, predict the reactants needed to synthesize it. The reactants are: [N+:1]([C:4]1[CH:9]=[CH:8][CH:7]=[CH:6][C:5]=1[C:10]1[CH:19]=[C:18]([C:20](O)=[O:21])[C:17]2[C:12](=[CH:13][CH:14]=[CH:15][CH:16]=2)[N:11]=1)([O-:3])=[O:2].CN(C(ON1[N:39]=[N:38][C:33]2[CH:34]=[CH:35][CH:36]=[CH:37]C1=2)=[N+](C)C)C.F[P-](F)(F)(F)(F)F.C1C=CC2N([OH:56])N=NC=2C=1.C[N:58]([C:60]([O:64]N1N=NC2C=CC=NC1=2)=[N+](C)C)C.F[P-](F)(F)(F)(F)F.C1C=NC2N(O)N=NC=2C=1.